Dataset: Forward reaction prediction with 1.9M reactions from USPTO patents (1976-2016). Task: Predict the product of the given reaction. (1) The product is: [CH3:25][C:24]1[O:23][C:22]([C:26]2[CH:31]=[CH:30][C:29]([C:32]([F:34])([F:33])[F:35])=[CH:28][CH:27]=2)=[N:21][C:20]=1[CH2:19][O:18][C:15]1[CH:14]=[CH:13][C:12]([CH:8]([C:9]#[C:10][CH3:11])[CH2:7][C:6]([OH:36])=[O:5])=[CH:17][CH:16]=1. Given the reactants [OH-].[K+].C([O:5][C:6](=[O:36])[CH2:7][CH:8]([C:12]1[CH:17]=[CH:16][C:15]([O:18][CH2:19][C:20]2[N:21]=[C:22]([C:26]3[CH:31]=[CH:30][C:29]([C:32]([F:35])([F:34])[F:33])=[CH:28][CH:27]=3)[O:23][C:24]=2[CH3:25])=[CH:14][CH:13]=1)[C:9]#[C:10][CH3:11])C.Cl, predict the reaction product. (2) The product is: [C:13]([O:17][C:18](=[O:19])[NH:1][C@@H:2]1[C:11]2[C:6](=[CH:7][CH:8]=[CH:9][CH:10]=2)[C@@H:5]([OH:12])[CH2:4][CH2:3]1)([CH3:16])([CH3:15])[CH3:14]. Given the reactants [NH2:1][C@@H:2]1[C:11]2[C:6](=[CH:7][CH:8]=[CH:9][CH:10]=2)[C@@H:5]([OH:12])[CH2:4][CH2:3]1.[C:13]([O:17][C:18](O[C:18]([O:17][C:13]([CH3:16])([CH3:15])[CH3:14])=[O:19])=[O:19])([CH3:16])([CH3:15])[CH3:14], predict the reaction product. (3) Given the reactants [CH2:1]([O:3][C:4]([C:6]1[C:7]([C:34]([O:36][CH2:37][CH3:38])=[O:35])=[C:8]([C:27]2[CH:32]=[CH:31][C:30](N)=[CH:29][CH:28]=2)[N:9]2[C:14]=1[C:13]([C:15]1[CH:20]=[CH:19][CH:18]=[CH:17][CH:16]=1)=[CH:12][C:11]([N:21]1[CH2:26][CH2:25][O:24][CH2:23][CH2:22]1)=[N:10]2)=[O:5])[CH3:2].C=O.[BH3-][C:42]#[N:43].[Na+].[CH3:45]C(O)=O, predict the reaction product. The product is: [CH2:1]([O:3][C:4]([C:6]1[C:7]([C:34]([O:36][CH2:37][CH3:38])=[O:35])=[C:8]([C:27]2[CH:32]=[CH:31][C:30]([N:43]([CH3:42])[CH3:45])=[CH:29][CH:28]=2)[N:9]2[C:14]=1[C:13]([C:15]1[CH:20]=[CH:19][CH:18]=[CH:17][CH:16]=1)=[CH:12][C:11]([N:21]1[CH2:26][CH2:25][O:24][CH2:23][CH2:22]1)=[N:10]2)=[O:5])[CH3:2].